From a dataset of Forward reaction prediction with 1.9M reactions from USPTO patents (1976-2016). Predict the product of the given reaction. (1) Given the reactants COCN[C:5](=[O:29])[C:6]1[CH:11]=[CH:10][C:9]([O:12][CH3:13])=[C:8]([N:14]([C:22]([O:24][C:25]([CH3:28])([CH3:27])[CH3:26])=[O:23])[C:15]([O:17][C:18]([CH3:21])([CH3:20])[CH3:19])=[O:16])[N:7]=1.[CH2:30]([Mg]Br)[CH3:31].C1COCC1.[Cl-].[NH4+], predict the reaction product. The product is: [C:25]([O:24][C:22]([N:14]([C:15]([O:17][C:18]([CH3:20])([CH3:19])[CH3:21])=[O:16])[C:8]1[C:9]([O:12][CH3:13])=[CH:10][CH:11]=[C:6]([C:5](=[O:29])[CH2:30][CH3:31])[N:7]=1)=[O:23])([CH3:26])([CH3:27])[CH3:28]. (2) Given the reactants Cl.[CH3:2][O:3][C:4]1[CH:5]=[C:6]2[C:11](=[CH:12][CH:13]=1)[C:10]([C:14]1[CH:27]=[CH:26][C:17]([O:18][CH2:19][CH2:20][N:21]3[CH2:25][CH2:24][CH2:23][CH2:22]3)=[CH:16][CH:15]=1)=[C:9]([C:28]1[CH:33]=[CH:32][CH:31]=[CH:30][CH:29]=1)[CH2:8][CH2:7]2, predict the reaction product. The product is: [CH3:2][O:3][C:4]1[CH:5]=[C:6]2[C:11](=[CH:12][CH:13]=1)[C@@H:10]([C:14]1[CH:27]=[CH:26][C:17]([O:18][CH2:19][CH2:20][N:21]3[CH2:25][CH2:24][CH2:23][CH2:22]3)=[CH:16][CH:15]=1)[C@@H:9]([C:28]1[CH:33]=[CH:32][CH:31]=[CH:30][CH:29]=1)[CH2:8][CH2:7]2.